The task is: Predict which catalyst facilitates the given reaction.. This data is from Catalyst prediction with 721,799 reactions and 888 catalyst types from USPTO. (1) Reactant: [F:1][C:2]1[CH:3]=[CH:4][C:5]([O:35][CH3:36])=[C:6]([C:8]2[CH:13]=[CH:12][N:11]=[C:10]3[NH:14][C:15]([C:17]4[CH2:18][N:19]([C:28]([O:30][C:31]([CH3:34])([CH3:33])[CH3:32])=[O:29])[CH2:20][CH2:21][C:22]=4[C:23](OCC)=[O:24])=[CH:16][C:9]=23)[CH:7]=1.[H-].[Al+3].[Li+].[H-].[H-].[H-]. Product: [F:1][C:2]1[CH:3]=[CH:4][C:5]([O:35][CH3:36])=[C:6]([C:8]2[CH:13]=[CH:12][N:11]=[C:10]3[NH:14][C:15]([C:17]4[CH2:18][N:19]([C:28]([O:30][C:31]([CH3:32])([CH3:33])[CH3:34])=[O:29])[CH2:20][CH2:21][C:22]=4[CH2:23][OH:24])=[CH:16][C:9]=23)[CH:7]=1. The catalyst class is: 7. (2) Reactant: [CH:1]1([CH2:6][CH2:7]C(Cl)=O)[CH2:5][CH2:4][CH2:3][CH2:2]1.[CH3:11][O:12][C:13]1[CH:19]=[CH:18][CH:17]=[C:16]([CH3:20])[C:14]=1[NH2:15].C(N(CC)CC)C.C(OCC)(=[O:30])C. Product: [CH:1]1([CH2:6][C:7]([NH:15][C:14]2[C:16]([CH3:20])=[CH:17][CH:18]=[CH:19][C:13]=2[O:12][CH3:11])=[O:30])[CH2:2][CH2:3][CH2:4][CH2:5]1. The catalyst class is: 2. (3) Reactant: [F:1][C:2]1[C:3]([C:9]2[CH:14]=[C:13]([NH:15][C:16]3[CH:21]=[CH:20][N:19]=[C:18]4[CH:22]=[N:23][NH:24][C:17]=34)[C:12]([CH3:25])=[CH:11][N:10]=2)=[N:4][C:5]([CH3:8])=[CH:6][CH:7]=1.C([O-])([O-])=O.[Cs+].[Cs+].[CH3:32][CH:33]1[CH2:35][O:34]1. Product: [F:1][C:2]1[C:3]([C:9]2[CH:14]=[C:13]([NH:15][C:16]3[C:17]4[C:18](=[CH:22][N:23]([CH2:32][C@@H:33]([OH:34])[CH3:35])[N:24]=4)[N:19]=[CH:20][CH:21]=3)[C:12]([CH3:25])=[CH:11][N:10]=2)=[N:4][C:5]([CH3:8])=[CH:6][CH:7]=1. The catalyst class is: 3. (4) Reactant: [C:1]([NH:4][C:5]1[S:6][C:7]([C:11]2[CH:12]=[C:13]([S:17](Cl)(=[O:19])=[O:18])[S:14][C:15]=2[Br:16])=[C:8]([CH3:10])[N:9]=1)(=[O:3])[CH3:2].C(N(CC)CC)C.[C:28]([N:35]1[CH2:40][CH2:39][NH:38][CH2:37][CH2:36]1)([O:30][C:31]([CH3:34])([CH3:33])[CH3:32])=[O:29]. Product: [C:31]([O:30][C:28]([N:35]1[CH2:40][CH2:39][N:38]([S:17]([C:13]2[S:14][C:15]([Br:16])=[C:11]([C:7]3[S:6][C:5]([NH:4][C:1](=[O:3])[CH3:2])=[N:9][C:8]=3[CH3:10])[CH:12]=2)(=[O:19])=[O:18])[CH2:37][CH2:36]1)=[O:29])([CH3:34])([CH3:32])[CH3:33]. The catalyst class is: 2. (5) Reactant: [NH:1]1[CH2:6][CH2:5][CH:4]([C:7]2[O:11][N:10]=[C:9]([CH2:12][N:13]([CH2:26][C:27]([F:30])([F:29])[F:28])[C:14]3[CH:21]=[CH:20][C:17]([C:18]#[N:19])=[C:16]([C:22]([F:25])([F:24])[F:23])[CH:15]=3)[N:8]=2)[CH2:3][CH2:2]1.C[Si]([N:35]=[C:36]=[O:37])(C)C.[N-]=C=O. Product: [C:18]([C:17]1[CH:20]=[CH:21][C:14]([N:13]([CH2:12][C:9]2[N:8]=[C:7]([CH:4]3[CH2:3][CH2:2][N:1]([C:36]([NH2:35])=[O:37])[CH2:6][CH2:5]3)[O:11][N:10]=2)[CH2:26][C:27]([F:30])([F:28])[F:29])=[CH:15][C:16]=1[C:22]([F:25])([F:24])[F:23])#[N:19]. The catalyst class is: 2. (6) Product: [CH:1]1([C:4]([CH:16]2[CH2:18][CH2:17]2)([OH:5])[C:6]2[CH:11]=[CH:10][CH:9]=[C:8]([CH:12]([CH3:13])[CH3:14])[C:7]=2[OH:15])[CH2:2][CH2:3]1. Reactant: [CH:1]1([C:4]([C:6]2[CH:11]=[CH:10][CH:9]=[C:8]([CH:12]([CH3:14])[CH3:13])[C:7]=2[OH:15])=[O:5])[CH2:3][CH2:2]1.[CH:16]1([Mg]Br)[CH2:18][CH2:17]1. The catalyst class is: 7. (7) Reactant: [C:1]([C:3]1[CH:4]=[C:5]2[C:10](=[CH:11][CH:12]=1)[N:9]=[C:8]([C:13]([O:15]CC)=O)[NH:7][C:6]2=[O:18])#[N:2].[NH2:19][CH2:20][C:21]1[CH:22]=[C:23]([CH:25]=[CH:26][CH:27]=1)[NH2:24]. Product: [NH2:24][C:23]1[CH:22]=[C:21]([CH2:20][NH:19][C:13]([C:8]2[NH:7][C:6](=[O:18])[C:5]3[C:10](=[CH:11][CH:12]=[C:3]([C:1]#[N:2])[CH:4]=3)[N:9]=2)=[O:15])[CH:27]=[CH:26][CH:25]=1. The catalyst class is: 1.